Predict the reactants needed to synthesize the given product. From a dataset of Full USPTO retrosynthesis dataset with 1.9M reactions from patents (1976-2016). (1) Given the product [CH2:1]([N:8]1[C:16]2[C:11](=[CH:12][CH:13]=[CH:14][C:15]=2[CH2:17][CH3:18])[C:10]2[CH2:19][CH2:20][O:21][C:22]([CH2:25][CH2:26][OH:27])([CH2:23][CH3:24])[C:9]1=2)[C:2]1[CH:7]=[CH:6][CH:5]=[CH:4][CH:3]=1, predict the reactants needed to synthesize it. The reactants are: [CH2:1]([N:8]1[C:16]2[C:11](=[CH:12][CH:13]=[CH:14][C:15]=2[CH2:17][CH3:18])[C:10]2[CH2:19][CH2:20][O:21][C:22]([CH2:25][C:26](O)=[O:27])([CH2:23][CH3:24])[C:9]1=2)[C:2]1[CH:7]=[CH:6][CH:5]=[CH:4][CH:3]=1. (2) Given the product [CH2:31]([O:4][C:3](=[O:5])[C@H:2]([NH2:1])[CH2:6][C@H:7]([NH:23][C:24]([C:26]1[NH:27][N:28]=[N:29][CH:30]=1)=[O:25])[CH2:8][C:9]1[CH:10]=[CH:11][C:12]([C:15]2[CH:20]=[C:19]([Cl:21])[CH:18]=[CH:17][C:16]=2[F:22])=[CH:13][CH:14]=1)[CH2:32][CH2:33][CH2:34][CH2:35][CH3:36], predict the reactants needed to synthesize it. The reactants are: [NH2:1][C@H:2]([CH2:6][C@H:7]([NH:23][C:24]([C:26]1[NH:27][N:28]=[N:29][CH:30]=1)=[O:25])[CH2:8][C:9]1[CH:14]=[CH:13][C:12]([C:15]2[CH:20]=[C:19]([Cl:21])[CH:18]=[CH:17][C:16]=2[F:22])=[CH:11][CH:10]=1)[C:3]([OH:5])=[O:4].[CH2:31](O)[CH2:32][CH2:33][CH2:34][CH2:35][CH3:36].Cl.O1CCOCC1. (3) Given the product [N:26]([C:2]([C:20]1[CH:21]=[N:22][CH:23]=[CH:24][CH:25]=1)([CH3:19])[CH2:3][N:4]1[C:12]2[CH:11]=[CH:10][C:9]([CH3:13])=[CH:8][C:7]=2[C:6]2[CH2:14][N:15]([CH3:18])[CH2:16][CH2:17][C:5]1=2)=[N+:27]=[N-:28], predict the reactants needed to synthesize it. The reactants are: Cl[C:2]([C:20]1[CH:21]=[N:22][CH:23]=[CH:24][CH:25]=1)([CH3:19])[CH2:3][N:4]1[C:12]2[CH:11]=[CH:10][C:9]([CH3:13])=[CH:8][C:7]=2[C:6]2[CH2:14][N:15]([CH3:18])[CH2:16][CH2:17][C:5]1=2.[N-:26]=[N+:27]=[N-:28].[Na+].C([O-])(O)=O.[Na+]. (4) Given the product [CH2:22]([NH:21][C:14]1[CH:13]=[C:12]([N:8]2[CH2:9][CH2:10][CH2:11][CH:6]([C:4]([OH:5])=[O:3])[CH2:7]2)[CH:17]=[CH:16][C:15]=1[N+:18]([O-:20])=[O:19])[C:23]1[CH:24]=[CH:25][CH:26]=[CH:27][CH:28]=1, predict the reactants needed to synthesize it. The reactants are: C([O:3][C:4]([CH:6]1[CH2:11][CH2:10][CH2:9][N:8]([C:12]2[CH:17]=[CH:16][C:15]([N+:18]([O-:20])=[O:19])=[C:14]([NH:21][CH2:22][C:23]3[CH:28]=[CH:27][CH:26]=[CH:25][CH:24]=3)[CH:13]=2)[CH2:7]1)=[O:5])C.[OH-].[Li+]. (5) Given the product [O:1]1[C:5]2[CH:6]=[C:7]([C:10]3([C:13]([OH:15])=[O:14])[CH2:12][CH2:11]3)[CH:8]=[CH:9][C:4]=2[CH2:3][CH2:2]1, predict the reactants needed to synthesize it. The reactants are: [O:1]1[C:5]2[CH:6]=[C:7]([C:10]3([C:13]([OH:15])=[O:14])[CH2:12][CH2:11]3)[CH:8]=[CH:9][C:4]=2[CH:3]=[CH:2]1.